Dataset: Forward reaction prediction with 1.9M reactions from USPTO patents (1976-2016). Task: Predict the product of the given reaction. (1) Given the reactants [O:1]1CCCO[CH:2]1[CH2:7][CH2:8][CH:9]([OH:46])[CH2:10][O:11][C@H:12]1[CH2:17][CH2:16][C@H:15]([N:18]2[C:23](=[O:24])[C:22]([CH2:25][C:26]3[CH:31]=[CH:30][C:29]([C:32]4[C:33]([C:38]#[N:39])=[CH:34][CH:35]=[CH:36][CH:37]=4)=[CH:28][CH:27]=3)=[C:21]([CH2:40][CH2:41][CH3:42])[N:20]3[N:43]=[CH:44][N:45]=[C:19]23)[CH2:14][CH2:13]1.C([Si](Cl)(C1C=CC=CC=1)C1C=CC=CC=1)(C)(C)C.N1C=CN=C1.Cl, predict the reaction product. The product is: [OH:46][CH:9]([CH2:8][CH2:7][CH2:2][OH:1])[CH2:10][O:11][C@H:12]1[CH2:17][CH2:16][C@H:15]([N:18]2[C:23](=[O:24])[C:22]([CH2:25][C:26]3[CH:31]=[CH:30][C:29]([C:32]4[C:33]([C:38]#[N:39])=[CH:34][CH:35]=[CH:36][CH:37]=4)=[CH:28][CH:27]=3)=[C:21]([CH2:40][CH2:41][CH3:42])[N:20]3[N:43]=[CH:44][N:45]=[C:19]23)[CH2:14][CH2:13]1. (2) Given the reactants Cl.C[O:3][C:4](=O)[CH:5]([NH:9][C:10](=[O:14])[C@H:11]([CH3:13])[NH2:12])[CH:6]1[CH2:8][CH2:7]1, predict the reaction product. The product is: [CH:6]1([CH:5]2[NH:9][C:10](=[O:14])[CH:11]([CH3:13])[NH:12][C:4]2=[O:3])[CH2:8][CH2:7]1. (3) Given the reactants [CH3:1][C:2]1[CH:9]=[CH:8][CH:7]=[C:6]([CH3:10])[C:3]=1[CH:4]=O.[CH3:11][S:12]([CH2:14][S:15][CH3:16])=[O:13].[OH-].C([N+](C)(C)C)C1C=CC=CC=1, predict the reaction product. The product is: [CH3:11][S:12]([C:14]([S:15][CH3:16])=[CH:4][C:3]1[C:2]([CH3:1])=[CH:9][CH:8]=[CH:7][C:6]=1[CH3:10])=[O:13].